From a dataset of Forward reaction prediction with 1.9M reactions from USPTO patents (1976-2016). Predict the product of the given reaction. (1) Given the reactants C(N(CC)CC)C.[CH3:8][S:9](Cl)(=[O:11])=[O:10].[F:13][C:14]([F:28])([F:27])[C:15]1[CH:16]=[CH:17][C:18]2[O:22][CH:21]3[CH2:23][C:20]3([CH2:24][OH:25])[C:19]=2[CH:26]=1, predict the reaction product. The product is: [CH3:8][S:9]([O:25][CH2:24][C:20]12[CH2:23][CH:21]1[O:22][C:18]1[CH:17]=[CH:16][C:15]([C:14]([F:27])([F:13])[F:28])=[CH:26][C:19]=12)(=[O:11])=[O:10]. (2) The product is: [CH3:6][O:7][C:8]1[CH:9]=[C:10]2[C:14](=[CH:15][CH:16]=1)[NH:13][C:12]([C:17]([F:20])([F:18])[F:19])=[C:11]2[CH:24]=[O:25]. Given the reactants O=P(Cl)(Cl)Cl.[CH3:6][O:7][C:8]1[CH:9]=[C:10]2[C:14](=[CH:15][CH:16]=1)[NH:13][C:12]([C:17]([F:20])([F:19])[F:18])=[CH:11]2.CN([CH:24]=[O:25])C, predict the reaction product. (3) Given the reactants [CH3:1][CH2:2][C:3](=O)[C:4]#[C:5][CH3:6].[CH2:8]([NH:10][NH2:11])[CH3:9], predict the reaction product. The product is: [CH2:8]([N:10]1[C:5]([CH3:6])=[CH:4][C:3]([CH2:2][CH3:1])=[N:11]1)[CH3:9].